This data is from Peptide-MHC class I binding affinity with 185,985 pairs from IEDB/IMGT. The task is: Regression. Given a peptide amino acid sequence and an MHC pseudo amino acid sequence, predict their binding affinity value. This is MHC class I binding data. (1) The peptide sequence is VQPWLMVDV. The MHC is HLA-A03:01 with pseudo-sequence HLA-A03:01. The binding affinity (normalized) is 0.0847. (2) The binding affinity (normalized) is 0. The MHC is Mamu-A01 with pseudo-sequence Mamu-A01. The peptide sequence is HNPTDKPI. (3) The peptide sequence is TSGPGTRY. The MHC is Mamu-A02 with pseudo-sequence Mamu-A02. The binding affinity (normalized) is 0.677. (4) The peptide sequence is FTLDADLGI. The MHC is HLA-A02:16 with pseudo-sequence HLA-A02:16. The binding affinity (normalized) is 0.936.